This data is from Full USPTO retrosynthesis dataset with 1.9M reactions from patents (1976-2016). The task is: Predict the reactants needed to synthesize the given product. (1) Given the product [Si:19]([O:20][CH2:14][C:11]1[N:10]=[CH:9][C:3]2[C:2]([CH:13]=1)=[CH:7][N:6]=[C:5]([Cl:8])[CH:4]=2)([C:15]([CH3:18])([CH3:17])[CH3:16])([CH3:25])[CH3:24], predict the reactants needed to synthesize it. The reactants are: Br[C:2]1[C:3]([CH:9]=[N:10][C:11]([CH3:14])([CH3:13])C)=[CH:4][C:5]([Cl:8])=[N:6][CH:7]=1.[C:15]([Si:19]([CH3:25])([CH3:24])[O:20]CC#C)([CH3:18])([CH3:17])[CH3:16]. (2) Given the product [C:1]1([C@H:18]([C:17]2[CH:22]=[CH:23][CH:24]=[CH:15][CH:16]=2)[OH:36])[C:10]2[C:5](=[CH:6][CH:7]=[CH:8][CH:9]=2)[CH:4]=[CH:3][CH:2]=1, predict the reactants needed to synthesize it. The reactants are: [CH:1]1[C:10]2[C:5](=[CH:6][CH:7]=[CH:8][CH:9]=2)[CH:4]=[CH:3][C:2]=1[Mg]Br.[Mg].Br[C:15]1[CH:24]=[CH:23][C:22]2[C:17](=[CH:18]C=CC=2)[CH:16]=1.C1([Mg]Br)C=CC=CC=1.C1C[O:36]CC1.